The task is: Predict the reactants needed to synthesize the given product.. This data is from Full USPTO retrosynthesis dataset with 1.9M reactions from patents (1976-2016). (1) The reactants are: Br[C:2]1[C:14]2[C:13]3[C:8](=[CH:9][C:10]([C:15]([OH:18])([CH3:17])[CH3:16])=[CH:11][CH:12]=3)[NH:7][C:6]=2[C:5]([C:19]([NH2:21])=[O:20])=[CH:4][C:3]=1[F:22].[Cl:23][C:24]1[C:29](B2OC(C)(C)C(C)(C)O2)=[CH:28][CH:27]=[CH:26][C:25]=1[N:39]1[C:48](=[O:49])[C:47]2[C:42](=[C:43]([F:50])[CH:44]=[CH:45][CH:46]=2)[N:41]([CH3:51])[C:40]1=[O:52].C([O-])([O-])=O.[Cs+].[Cs+].O1CCOCC1. Given the product [Cl:23][C:24]1[C:25]([N:39]2[C:48](=[O:49])[C:47]3[C:42](=[C:43]([F:50])[CH:44]=[CH:45][CH:46]=3)[N:41]([CH3:51])[C:40]2=[O:52])=[CH:26][CH:27]=[CH:28][C:29]=1[C:2]1[C:14]2[C:13]3[C:8](=[CH:9][C:10]([C:15]([OH:18])([CH3:16])[CH3:17])=[CH:11][CH:12]=3)[NH:7][C:6]=2[C:5]([C:19]([NH2:21])=[O:20])=[CH:4][C:3]=1[F:22], predict the reactants needed to synthesize it. (2) Given the product [CH2:1]([C:8]1[C:9]([C:24]([O:26][CH2:27][CH3:28])=[O:25])=[C:10]([C:17]2[CH:22]=[CH:21][C:20]([F:23])=[CH:19][CH:18]=2)[C:11]2[N:12]([C:14]([Cl:29])=[CH:15][CH:16]=2)[N:13]=1)[C:2]1[CH:7]=[CH:6][CH:5]=[CH:4][CH:3]=1, predict the reactants needed to synthesize it. The reactants are: [CH2:1]([C:8]1[C:9]([C:24]([O:26][CH2:27][CH3:28])=[O:25])=[C:10]([C:17]2[CH:22]=[CH:21][C:20]([F:23])=[CH:19][CH:18]=2)[C:11]2[N:12]([CH:14]=[CH:15][CH:16]=2)[N:13]=1)[C:2]1[CH:7]=[CH:6][CH:5]=[CH:4][CH:3]=1.[Cl:29]N1C(=O)CCC1=O. (3) Given the product [N+:1]([C:4]1[C:5]([N:10]2[CH2:11][CH2:12][CH:13]([C:16](=[O:18])[C:26]#[C:25][C:19]3[CH:24]=[CH:23][CH:22]=[CH:21][CH:20]=3)[CH2:14][CH2:15]2)=[N:6][CH:7]=[CH:8][CH:9]=1)([O-:3])=[O:2], predict the reactants needed to synthesize it. The reactants are: [N+:1]([C:4]1[C:5]([N:10]2[CH2:15][CH2:14][CH:13]([C:16]([OH:18])=O)[CH2:12][CH2:11]2)=[N:6][CH:7]=[CH:8][CH:9]=1)([O-:3])=[O:2].[C:19]1([C:25]#[CH:26])[CH:24]=[CH:23][CH:22]=[CH:21][CH:20]=1.C(N(CC)CC)C.O.